This data is from Catalyst prediction with 721,799 reactions and 888 catalyst types from USPTO. The task is: Predict which catalyst facilitates the given reaction. (1) Reactant: C(Cl)(=O)C(Cl)=O.CS(C)=O.[F:11][C:12]([F:47])([F:46])[C:13]1[CH:14]=[C:15]([CH:39]=[C:40]([C:42]([F:45])([F:44])[F:43])[CH:41]=1)[C:16]([N:18]1[CH2:23][CH2:22][N:21]([CH2:24][CH2:25][O:26][CH2:27][CH2:28][OH:29])[CH2:20][C@H:19]1[CH2:30][C:31]1[CH:36]=[CH:35][C:34]([CH3:37])=[C:33]([CH3:38])[CH:32]=1)=[O:17].[Cl-].[NH4+]. Product: [F:47][C:12]([F:11])([F:46])[C:13]1[CH:14]=[C:15]([CH:39]=[C:40]([C:42]([F:43])([F:44])[F:45])[CH:41]=1)[C:16]([N:18]1[CH2:23][CH2:22][N:21]([CH2:24][CH2:25][O:26][CH2:27][CH:28]=[O:29])[CH2:20][C@H:19]1[CH2:30][C:31]1[CH:36]=[CH:35][C:34]([CH3:37])=[C:33]([CH3:38])[CH:32]=1)=[O:17]. The catalyst class is: 236. (2) Reactant: C(OC([N:6]1[C:14]2[C:9](=[CH:10][CH:11]=[C:12]([Cl:15])[CH:13]=2)/[C:8](=[CH:16]/[C:17]2[CH:22]=[CH:21][CH:20]=[C:19]([Cl:23])[CH:18]=2)/[C:7]1=[O:24])=O)C.[CH3:25][O:26][C:27]1[CH:28]=[C:29]([CH:33]=[N:34][C:35]([O:37][Si](C)(C)C)=[CH2:36])[CH:30]=[CH:31][CH:32]=1. Product: [Cl:15][C:12]1[CH:13]=[C:14]2[NH:6][C:7](=[O:24])[C:8]3([CH:16]([C:17]4[CH:22]=[CH:21][CH:20]=[C:19]([Cl:23])[CH:18]=4)[CH2:36][C:35](=[O:37])[NH:34][CH:33]3[C:29]3[CH:30]=[CH:31][CH:32]=[C:27]([O:26][CH3:25])[CH:28]=3)[C:9]2=[CH:10][CH:11]=1. The catalyst class is: 224. (3) Reactant: [CH2:1]([O:4][C:5](=[O:34])[C:6]1[CH:11]=[CH:10][CH:9]=[C:8]([CH2:12][O:13][C:14]2[CH:23]=[C:22]3[C:17]([C:18](=[O:33])[C:19]([C:24]4[CH:29]=[CH:28][C:27]([N+:30]([O-])=O)=[CH:26][CH:25]=4)=[CH:20][O:21]3)=[CH:16][CH:15]=2)[CH:7]=1)[CH:2]=[CH2:3].S(S([O-])=O)([O-])=O.[Na+].[Na+]. Product: [NH2:30][C:27]1[CH:26]=[CH:25][C:24]([C:19]2[C:18](=[O:33])[C:17]3[C:22](=[CH:23][C:14]([O:13][CH2:12][C:8]4[CH:7]=[C:6]([CH:11]=[CH:10][CH:9]=4)[C:5]([O:4][CH2:1][CH:2]=[CH2:3])=[O:34])=[CH:15][CH:16]=3)[O:21][CH:20]=2)=[CH:29][CH:28]=1. The catalyst class is: 30. (4) Reactant: Br.[OH:2][C:3]1[CH:8]=[CH:7][C:6]([C:9]2[N:10]=[CH:11][N:12]([C:14]([N:16]([CH3:23])[CH:17]3[CH2:22][CH2:21][NH:20][CH2:19][CH2:18]3)=[O:15])[CH:13]=2)=[CH:5][CH:4]=1.C(N(CC)C(C)C)(C)C.[F:33][C:34]1[CH:41]=[CH:40][C:37]([CH:38]=O)=[CH:36][C:35]=1[O:42][CH3:43].C(O[BH-](OC(=O)C)OC(=O)C)(=O)C.[Na+].C(O)(=O)C. Product: [F:33][C:34]1[CH:41]=[CH:40][C:37]([CH2:38][N:20]2[CH2:21][CH2:22][CH:17]([N:16]([CH3:23])[C:14]([N:12]3[CH:13]=[C:9]([C:6]4[CH:7]=[CH:8][C:3]([OH:2])=[CH:4][CH:5]=4)[N:10]=[CH:11]3)=[O:15])[CH2:18][CH2:19]2)=[CH:36][C:35]=1[O:42][CH3:43]. The catalyst class is: 26. (5) Product: [CH3:31][N:32]1[CH2:33][CH2:34][N:35]([C:38]2[CH:43]=[CH:42][C:41]([NH:44][CH:2]=[C:3]3[C:11]4[C:6](=[CH:7][C:8]([C:12]([C:14]5[CH:15]=[C:16]([NH:20][C:21]([C:23]6[N:24]([CH2:28][CH3:29])[N:25]=[CH:26][CH:27]=6)=[O:22])[CH:17]=[CH:18][CH:19]=5)=[O:13])=[CH:9][CH:10]=4)[NH:5][C:4]3=[O:30])=[CH:40][CH:39]=2)[CH2:36][CH2:37]1. The catalyst class is: 1. Reactant: O[CH:2]=[C:3]1[C:11]2[C:6](=[CH:7][C:8]([C:12]([C:14]3[CH:15]=[C:16]([NH:20][C:21]([C:23]4[N:24]([CH2:28][CH3:29])[N:25]=[CH:26][CH:27]=4)=[O:22])[CH:17]=[CH:18][CH:19]=3)=[O:13])=[CH:9][CH:10]=2)[NH:5][C:4]1=[O:30].[CH3:31][N:32]1[CH2:37][CH2:36][N:35]([C:38]2[CH:43]=[CH:42][C:41]([NH2:44])=[CH:40][CH:39]=2)[CH2:34][CH2:33]1. (6) Reactant: [Cl:1][C:2]1[C:3]([C:17]([OH:19])=O)=[N:4][O:5][C:6]=1[C:7]1[CH:12]=[CH:11][C:10]([C:13]([F:16])([F:15])[F:14])=[CH:9][CH:8]=1.C(Cl)(=O)C([Cl:23])=O.ClCCl. Product: [Cl:1][C:2]1[C:3]([C:17]([Cl:23])=[O:19])=[N:4][O:5][C:6]=1[C:7]1[CH:12]=[CH:11][C:10]([C:13]([F:16])([F:15])[F:14])=[CH:9][CH:8]=1. The catalyst class is: 9. (7) Reactant: C(=O)([O-])[O-].[K+].[K+].FC(F)(F)C([N:11]1[CH:16]2[CH2:17][CH2:18][CH:12]1[CH2:13][C:14](=[C:19]1[C:32]3[CH:31]=[CH:30][CH:29]=[C:28]([OH:33])[C:27]=3[O:26][C:25]3[C:20]1=[CH:21][CH:22]=[CH:23][CH:24]=3)[CH2:15]2)=O. Product: [CH:12]12[NH:11][CH:16]([CH2:17][CH2:18]1)[CH2:15][C:14](=[C:19]1[C:32]3[CH:31]=[CH:30][CH:29]=[C:28]([OH:33])[C:27]=3[O:26][C:25]3[C:20]1=[CH:21][CH:22]=[CH:23][CH:24]=3)[CH2:13]2. The catalyst class is: 5.